This data is from Experimental lipophilicity measurements (octanol/water distribution) for 4,200 compounds from AstraZeneca. The task is: Regression/Classification. Given a drug SMILES string, predict its absorption, distribution, metabolism, or excretion properties. Task type varies by dataset: regression for continuous measurements (e.g., permeability, clearance, half-life) or binary classification for categorical outcomes (e.g., BBB penetration, CYP inhibition). For this dataset (lipophilicity_astrazeneca), we predict Y. The compound is N#Cc1cccnc1-c1ccc(C(=O)Nc2ccccc2N)cc1. The Y is 1.58 logD.